This data is from Peptide-MHC class I binding affinity with 185,985 pairs from IEDB/IMGT. The task is: Regression. Given a peptide amino acid sequence and an MHC pseudo amino acid sequence, predict their binding affinity value. This is MHC class I binding data. (1) The peptide sequence is SARRHRILDIY. The MHC is Mamu-A02 with pseudo-sequence Mamu-A02. The binding affinity (normalized) is 1.00. (2) The peptide sequence is FVTIYSHLL. The MHC is HLA-A02:01 with pseudo-sequence HLA-A02:01. The binding affinity (normalized) is 0.789. (3) The peptide sequence is YNIDRLNAL. The MHC is HLA-A26:01 with pseudo-sequence HLA-A26:01. The binding affinity (normalized) is 0.405. (4) The peptide sequence is RTKPISMYF. The MHC is HLA-A30:01 with pseudo-sequence HLA-A30:01. The binding affinity (normalized) is 1.00. (5) The peptide sequence is WLMKNMDPL. The MHC is HLA-A02:03 with pseudo-sequence HLA-A02:03. The binding affinity (normalized) is 0.759. (6) The peptide sequence is ITTESIVIW. The MHC is HLA-A26:01 with pseudo-sequence HLA-A26:01. The binding affinity (normalized) is 0.0741.